Dataset: TCR-epitope binding with 47,182 pairs between 192 epitopes and 23,139 TCRs. Task: Binary Classification. Given a T-cell receptor sequence (or CDR3 region) and an epitope sequence, predict whether binding occurs between them. (1) The epitope is FLNGSCGSV. The TCR CDR3 sequence is CAISDGQGVWTDTQYF. Result: 0 (the TCR does not bind to the epitope). (2) The epitope is FLPRVFSAV. The TCR CDR3 sequence is CASSANLADTQYF. Result: 1 (the TCR binds to the epitope). (3) The epitope is SSNVANYQK. The TCR CDR3 sequence is CASSSDRGETQYF. Result: 1 (the TCR binds to the epitope). (4) The epitope is RLRPGGKKK. The TCR CDR3 sequence is CASSLDLTGMGETQYF. Result: 0 (the TCR does not bind to the epitope). (5) The epitope is TPRVTGGGAM. The TCR CDR3 sequence is CASSSHDRAGINSPLHF. Result: 1 (the TCR binds to the epitope). (6) The epitope is NLDSKVGGNY. The TCR CDR3 sequence is CATSDLLRGTDTQYF. Result: 1 (the TCR binds to the epitope).